Dataset: Reaction yield outcomes from USPTO patents with 853,638 reactions. Task: Predict the reaction yield, written as a fraction of the theoretical maximum amount of product (1.0 means a 100% yield; for example, 0.34 means a 34% yield). The reactants are [ClH:1].[C:2]1([NH:11]C(=O)OC(C)(C)C)[C:7]2[CH2:8][CH2:9][CH2:10][C:6]=2[CH:5]=[CH:4][N:3]=1. The catalyst is C(Cl)Cl. The product is [ClH:1].[C:2]1([NH2:11])[C:7]2[CH2:8][CH2:9][CH2:10][C:6]=2[CH:5]=[CH:4][N:3]=1. The yield is 0.960.